The task is: Predict the reactants needed to synthesize the given product.. This data is from Full USPTO retrosynthesis dataset with 1.9M reactions from patents (1976-2016). (1) Given the product [CH:1]1[C:10]2[C:5](=[CH:6][CH:7]=[CH:8][CH:9]=2)[CH:4]=[CH:3][C:2]=1[C:11]1([C:13]2[CH:14]=[CH:15][CH:16]=[CH:17][CH:18]=2)[CH2:12][C:19]1([Br:22])[Br:20], predict the reactants needed to synthesize it. The reactants are: [CH:1]1[C:10]2[C:5](=[CH:6][CH:7]=[CH:8][CH:9]=2)[CH:4]=[CH:3][C:2]=1[C:11]([C:13]1[CH:18]=[CH:17][CH:16]=[CH:15][CH:14]=1)=[CH2:12].[CH:19]([Br:22])(Br)[Br:20]. (2) Given the product [N:4]1[CH:5]=[CH:6][CH:7]=[C:2]([NH:1][C:22](=[O:23])[CH2:21][CH2:20][C:16]2[CH:17]=[N:18][O:19][C:15]=2[C:12]2[CH:13]=[CH:14][C:9]([Cl:8])=[CH:10][CH:11]=2)[CH:3]=1, predict the reactants needed to synthesize it. The reactants are: [NH2:1][C:2]1[CH:3]=[N:4][CH:5]=[CH:6][CH:7]=1.[Cl:8][C:9]1[CH:14]=[CH:13][C:12]([C:15]2[O:19][N:18]=[CH:17][C:16]=2[CH2:20][CH2:21][C:22](O)=[O:23])=[CH:11][CH:10]=1.O.ON1C2C=CC=CC=2N=N1.Cl.C(N=C=NCCCN(C)C)C. (3) The reactants are: C([O:3][C:4]([C:6]1[CH:11]=[CH:10][N:9]=[C:8]([NH:12][C:13]2[CH:18]=[CH:17][C:16]([N:19]3[CH:23]=[C:22]([CH3:24])[N:21]=[CH:20]3)=[C:15]([O:25][CH3:26])[CH:14]=2)[N:7]=1)=O)C.[CH2:27]([Mg]Br)[CH3:28].C(=O)([O-])[O-].[Na+].[Na+].O1CC[CH2:39][CH2:38]1. Given the product [CH3:26][O:25][C:15]1[CH:14]=[C:13]([NH:12][C:8]2[N:7]=[C:6]([C:4]([OH:3])([CH2:27][CH3:28])[CH2:38][CH3:39])[CH:11]=[CH:10][N:9]=2)[CH:18]=[CH:17][C:16]=1[N:19]1[CH:23]=[C:22]([CH3:24])[N:21]=[CH:20]1, predict the reactants needed to synthesize it. (4) Given the product [CH2:1]([O:3][C:4]([C:6]1[C:15](=[O:16])[C:14]2[C:9](=[C:10]([F:19])[C:11]([N:38]3[CH2:39][C:41](=[CH2:23])[CH2:44][C@H:42]3[CH2:31][OH:34])=[C:12]([F:17])[CH:13]=2)[N:8]([CH:20]2[CH2:22][CH2:21]2)[CH:7]=1)=[O:5])[CH3:2], predict the reactants needed to synthesize it. The reactants are: [CH2:1]([O:3][C:4]([C:6]1[C:15](=[O:16])[C:14]2[C:9](=[C:10]([F:19])[C:11](F)=[C:12]([F:17])[CH:13]=2)[N:8]([CH:20]2[CH2:22][CH2:21]2)[CH:7]=1)=[O:5])[CH3:2].[CH3:23]N1C=CN(C)C1=O.[C:31]([O-:34])(O)=O.[Na+].CC[N:38]([CH:42]([CH3:44])C)[CH:39]([CH3:41])C.